Predict the reactants needed to synthesize the given product. From a dataset of Full USPTO retrosynthesis dataset with 1.9M reactions from patents (1976-2016). (1) Given the product [CH3:1][N:2]1[C:11]2[C:6](=[CH:7][C:8]([O:12][C:23](=[O:24])[NH:22][CH2:15][CH2:16][CH2:17][CH2:18][CH2:19][CH2:20][CH3:21])=[CH:9][CH:10]=2)[CH2:5][CH2:4][CH2:3]1, predict the reactants needed to synthesize it. The reactants are: [CH3:1][N:2]1[C:11]2[C:6](=[CH:7][C:8]([OH:12])=[CH:9][CH:10]=2)[CH2:5][CH2:4][CH2:3]1.[H-].[Na+].[CH2:15]([N:22]=[C:23]=[O:24])[CH2:16][CH2:17][CH2:18][CH2:19][CH2:20][CH3:21]. (2) Given the product [CH3:3][C:4]1[C:5]([N:15]2[CH2:20][CH2:19][CH:18]([N:21]3[CH2:22][CH2:23][N:24]([S:27]([CH3:30])(=[O:28])=[O:29])[CH2:25][CH2:26]3)[CH2:17][CH2:16]2)=[CH:6][C:7]([O:13][CH3:14])=[C:8]([CH:9]=1)[NH2:10], predict the reactants needed to synthesize it. The reactants are: [BH4-].[Na+].[CH3:3][C:4]1[CH:9]=[C:8]([N+:10]([O-])=O)[C:7]([O:13][CH3:14])=[CH:6][C:5]=1[N:15]1[CH2:20][CH2:19][CH:18]([N:21]2[CH2:26][CH2:25][N:24]([S:27]([CH3:30])(=[O:29])=[O:28])[CH2:23][CH2:22]2)[CH2:17][CH2:16]1. (3) The reactants are: C[O:2][C:3]([CH:5]1[CH2:10][N:9]([C:11]([O:13][C:14]([CH3:17])([CH3:16])[CH3:15])=[O:12])[C:8]2[CH:18]=[C:19]([Cl:30])[C:20]([NH:22][C:23]([O:25][C:26]([CH3:29])([CH3:28])[CH3:27])=[O:24])=[CH:21][C:7]=2[O:6]1)=[O:4].[Li+].[OH-]. Given the product [C:14]([O:13][C:11]([N:9]1[C:8]2[CH:18]=[C:19]([Cl:30])[C:20]([NH:22][C:23]([O:25][C:26]([CH3:28])([CH3:27])[CH3:29])=[O:24])=[CH:21][C:7]=2[O:6][CH:5]([C:3]([OH:4])=[O:2])[CH2:10]1)=[O:12])([CH3:15])([CH3:16])[CH3:17], predict the reactants needed to synthesize it.